From a dataset of Forward reaction prediction with 1.9M reactions from USPTO patents (1976-2016). Predict the product of the given reaction. (1) Given the reactants [F:1][C:2]1[CH:10]=[C:9]2[C:5]([C:6]([CH:11]=[C:12]([N+:14]([O-])=O)[CH3:13])=[CH:7][NH:8]2)=[CH:4][CH:3]=1.O, predict the reaction product. The product is: [CH3:13][CH:12]([CH2:11][C:6]1[C:5]2[C:9](=[CH:10][C:2]([F:1])=[CH:3][CH:4]=2)[NH:8][CH:7]=1)[NH2:14]. (2) Given the reactants [S:1]1[CH:5]=[C:4](B(O)O)[C:3]2[CH:9]=[CH:10][CH:11]=[CH:12][C:2]1=2.O.O=[CH:15][C:16]([OH:18])=[O:17].[NH2:19][C:20]1[CH:21]=[C:22]([CH:28]=[CH:29][CH:30]=1)[C:23]([O:25][CH2:26][CH3:27])=[O:24], predict the reaction product. The product is: [S:1]1[CH:5]=[C:4]([CH:15]([NH:19][C:20]2[CH:30]=[CH:29][CH:28]=[C:22]([C:23]([O:25][CH2:26][CH3:27])=[O:24])[CH:21]=2)[C:16]([OH:18])=[O:17])[C:3]2[CH:9]=[CH:10][CH:11]=[CH:12][C:2]1=2. (3) Given the reactants [Cl:1][C:2]1[CH:9]=[CH:8][C:5]([CH:6]=O)=[CH:4][CH:3]=1.[CH:10]1([NH2:13])[CH2:12][CH2:11]1, predict the reaction product. The product is: [Cl:1][C:2]1[CH:9]=[CH:8][C:5]([CH:6]=[N:13][CH:10]2[CH2:12][CH2:11]2)=[CH:4][CH:3]=1. (4) The product is: [ClH:20].[S:23]1[C:24]2[CH:30]=[CH:29][CH:28]=[CH:27][C:25]=2[N:26]=[C:22]1[CH2:21][O:2][C:3]1[CH:4]=[C:5]2[C:10](=[CH:11][CH:12]=1)[CH2:9][CH:8]([CH2:13][N:14]1[CH2:19][CH2:18][CH2:17][CH2:16][CH2:15]1)[CH2:7][CH2:6]2. Given the reactants Cl.[OH:2][C:3]1[CH:4]=[C:5]2[C:10](=[CH:11][CH:12]=1)[CH2:9][CH:8]([CH2:13][N:14]1[CH2:19][CH2:18][CH2:17][CH2:16][CH2:15]1)[CH2:7][CH2:6]2.[Cl:20][CH2:21][C:22]1[S:23][C:24]2[CH:30]=[CH:29][CH:28]=[CH:27][C:25]=2[N:26]=1.C(=O)([O-])[O-].[K+].[K+], predict the reaction product. (5) Given the reactants [CH3:1][O:2][C:3]1[CH:8]=[CH:7][C:6]([C:9]2[CH:14]=[CH:13][C:12]([CH2:15][CH2:16][O:17][C:18]3[CH:33]=[CH:32][C:21]([CH2:22][C:23]4([C:27]([O:29]CC)=[O:28])[CH2:26][CH2:25][CH2:24]4)=[CH:20][CH:19]=3)=[CH:11][CH:10]=2)=[CH:5][CH:4]=1.[OH-].[Na+].Cl, predict the reaction product. The product is: [CH3:1][O:2][C:3]1[CH:4]=[CH:5][C:6]([C:9]2[CH:14]=[CH:13][C:12]([CH2:15][CH2:16][O:17][C:18]3[CH:19]=[CH:20][C:21]([CH2:22][C:23]4([C:27]([OH:29])=[O:28])[CH2:26][CH2:25][CH2:24]4)=[CH:32][CH:33]=3)=[CH:11][CH:10]=2)=[CH:7][CH:8]=1. (6) Given the reactants [CH2:1]([Mg]Br)[CH3:2].[CH3:5][C:6]1([C:11]2[CH:12]=[C:13]([CH:16]=[CH:17][CH:18]=2)[C:14]#[N:15])[CH2:10][CH2:9][CH2:8][O:7]1.B(F)(F)F.CCOCC.[OH-].[Na+], predict the reaction product. The product is: [OH-:7].[NH4+:15].[CH3:5][C:6]1([C:11]2[CH:12]=[C:13]([C:14]3([NH2:15])[CH2:2][CH2:1]3)[CH:16]=[CH:17][CH:18]=2)[CH2:10][CH2:9][CH2:8][O:7]1. (7) Given the reactants N[C:2]1[CH:7]=[CH:6][CH:5]=[CH:4][CH:3]=1.[CH:8]1[C:21]2=[C:22]3[C:23]4[C:18](C=C2)=[C:17]2[CH:24]=[CH:25]C=C[C:16]2=[CH:15][C:14]=4[CH:13]=[CH:12][C:11]3=[CH:10][CH:9]=1, predict the reaction product. The product is: [CH:6]1[C:7]2=[C:16]3[C:17](=[CH:24][CH:25]=[C:2]2[CH:3]=[CH:4][CH:5]=1)[CH:18]=[C:23]1[C:14]([CH:13]=[CH:12][C:11]2[CH:10]=[CH:9][CH:8]=[CH:21][C:22]=21)=[CH:15]3.